Task: Predict the reactants needed to synthesize the given product.. Dataset: Full USPTO retrosynthesis dataset with 1.9M reactions from patents (1976-2016) (1) Given the product [OH:22][C:21]1[C:20]2[C:15](=[N:16][CH:17]=[CH:18][CH:19]=2)[N:14]([CH2:23][CH2:24][CH:25]([CH3:27])[CH3:26])[C:13](=[O:28])[C:12]=1[C:7]1[NH:6][C:5]2[CH:29]=[CH:30][C:2]([NH:1][CH2:32][C:33]#[N:34])=[CH:3][C:4]=2[S:9](=[O:11])(=[O:10])[N:8]=1, predict the reactants needed to synthesize it. The reactants are: [NH2:1][C:2]1[CH:30]=[CH:29][C:5]2[NH:6][C:7]([C:12]3[C:13](=[O:28])[N:14]([CH2:23][CH2:24][CH:25]([CH3:27])[CH3:26])[C:15]4[C:20]([C:21]=3[OH:22])=[CH:19][CH:18]=[CH:17][N:16]=4)=[N:8][S:9](=[O:11])(=[O:10])[C:4]=2[CH:3]=1.Br[CH2:32][C:33]#[N:34].C(=O)([O-])[O-].[K+].[K+].C(O)(=O)C. (2) Given the product [C:21]1([C:15]2[CH:16]=[CH:17][CH:18]=[CH:19][CH:20]=2)[CH:26]=[CH:25][CH:24]=[CH:23][C:22]=1[O:27][C:9]1[C:2]([Cl:1])=[C:3]([C:13]#[N:14])[C:4](=[C:7]([Cl:12])[C:8]=1[Cl:11])[C:5]#[N:6], predict the reactants needed to synthesize it. The reactants are: [Cl:1][C:2]1[C:9](Cl)=[C:8]([Cl:11])[C:7]([Cl:12])=[C:4]([C:5]#[N:6])[C:3]=1[C:13]#[N:14].[C:15]1([C:21]2[CH:26]=[CH:25][CH:24]=[CH:23][C:22]=2[OH:27])[CH:20]=[CH:19][CH:18]=[CH:17][CH:16]=1.C([O-])([O-])=O.[K+].[K+].C(#N)C. (3) Given the product [NH2:1][C:2]1[C:3]([C:9]([O:11][CH3:12])=[O:10])=[N:4][C:5]([B:13]2[O:17][C:16]([CH3:19])([CH3:18])[C:15]([CH3:21])([CH3:20])[O:14]2)=[CH:6][N:7]=1, predict the reactants needed to synthesize it. The reactants are: [NH2:1][C:2]1[C:3]([C:9]([O:11][CH3:12])=[O:10])=[N:4][C:5](Br)=[CH:6][N:7]=1.[B:13]1([B:13]2[O:17][C:16]([CH3:19])([CH3:18])[C:15]([CH3:21])([CH3:20])[O:14]2)[O:17][C:16]([CH3:19])([CH3:18])[C:15]([CH3:21])([CH3:20])[O:14]1.CC([O-])=O.[K+]. (4) Given the product [C:15]([N:14]([C:4]1[CH:3]=[C:2]([Cl:1])[C:10]2[O:9][N:8]=[C:7]([CH:11]3[CH2:12][CH2:13]3)[C:6]=2[CH:5]=1)[C:23](=[O:24])[O:22][C:19]([CH3:21])([CH3:20])[CH3:18])(=[O:17])[CH3:16], predict the reactants needed to synthesize it. The reactants are: [Cl:1][C:2]1[C:10]2[O:9][N:8]=[C:7]([CH:11]3[CH2:13][CH2:12]3)[C:6]=2[CH:5]=[C:4]([NH:14][C:15](=[O:17])[CH3:16])[CH:3]=1.[CH3:18][C:19]([O:22][C:23](O[C:23]([O:22][C:19]([CH3:21])([CH3:20])[CH3:18])=[O:24])=[O:24])([CH3:21])[CH3:20]. (5) Given the product [CH3:71][O:70][C:69](=[O:72])[NH:68][C@@H:59]1[CH:58]2[C:57](=[O:73])[CH2:56][C@H:55]([C:53]3[NH:54][C:50]([C:47]4[CH:46]=[CH:45][C:44]([C:30]5[CH:31]=[CH:32][C:27]([C:25]6[CH:24]=[CH:23][C:21]7[N:22]=[C:18]([C@@H:4]8[CH2:3][C:2]([F:42])([F:1])[CH2:6][N:5]8[C:7](=[O:17])[C@@H:8]([NH:12][C:13]([O:14][CH3:15])=[O:16])[CH:9]([CH3:11])[CH3:10])[NH:19][C:20]=7[CH:26]=6)=[CH:28][CH:29]=5)=[CH:49][CH:48]=4)=[CH:51][N:52]=3)[CH2:67][N:65]3[C:66]2=[C:62]([CH:63]=[CH:64]3)[CH2:61][CH2:60]1, predict the reactants needed to synthesize it. The reactants are: [F:1][C:2]1([F:42])[CH2:6][N:5]([C:7](=[O:17])[C@@H:8]([NH:12][C:13](=[O:16])[O:14][CH3:15])[CH:9]([CH3:11])[CH3:10])[C@H:4]([C:18]2[NH:22][C:21]3[CH:23]=[CH:24][C:25]([C:27]4[CH:32]=[CH:31][C:30](B5OC(C)(C)C(C)(C)O5)=[CH:29][CH:28]=4)=[CH:26][C:20]=3[N:19]=2)[CH2:3]1.Br[C:44]1[CH:49]=[CH:48][C:47]([C:50]2[NH:54][C:53]([C@@H:55]3[CH2:67][N:65]4[C:66]5[CH:58]([C@@H:59]([NH:68][C:69](=[O:72])[O:70][CH3:71])[CH2:60][CH2:61][C:62]=5[CH:63]=[CH:64]4)[C:57](=[O:73])[CH2:56]3)=[N:52][CH:51]=2)=[CH:46][CH:45]=1.C(=O)(O)[O-].[Na+].